Regression. Given two drug SMILES strings and cell line genomic features, predict the synergy score measuring deviation from expected non-interaction effect. From a dataset of NCI-60 drug combinations with 297,098 pairs across 59 cell lines. (1) Drug 1: COC1=C(C=C2C(=C1)N=CN=C2NC3=CC(=C(C=C3)F)Cl)OCCCN4CCOCC4. Drug 2: C1=C(C(=O)NC(=O)N1)N(CCCl)CCCl. Cell line: 786-0. Synergy scores: CSS=55.7, Synergy_ZIP=-0.221, Synergy_Bliss=2.33, Synergy_Loewe=2.16, Synergy_HSA=4.31. (2) Drug 1: C1C(C(OC1N2C=NC3=C(N=C(N=C32)Cl)N)CO)O. Drug 2: CC1CCC2CC(C(=CC=CC=CC(CC(C(=O)C(C(C(=CC(C(=O)CC(OC(=O)C3CCCCN3C(=O)C(=O)C1(O2)O)C(C)CC4CCC(C(C4)OC)OCCO)C)C)O)OC)C)C)C)OC. Cell line: M14. Synergy scores: CSS=16.8, Synergy_ZIP=-1.89, Synergy_Bliss=-3.02, Synergy_Loewe=-8.69, Synergy_HSA=-3.35. (3) Drug 1: CC1=C2C(C(=O)C3(C(CC4C(C3C(C(C2(C)C)(CC1OC(=O)C(C(C5=CC=CC=C5)NC(=O)OC(C)(C)C)O)O)OC(=O)C6=CC=CC=C6)(CO4)OC(=O)C)OC)C)OC. Drug 2: C1CC(C1)(C(=O)O)C(=O)O.[NH2-].[NH2-].[Pt+2]. Cell line: HS 578T. Synergy scores: CSS=71.6, Synergy_ZIP=11.3, Synergy_Bliss=10.4, Synergy_Loewe=6.05, Synergy_HSA=13.5. (4) Drug 2: CN(CCCl)CCCl.Cl. Drug 1: C1=NC2=C(N=C(N=C2N1C3C(C(C(O3)CO)O)F)Cl)N. Synergy scores: CSS=13.2, Synergy_ZIP=-3.55, Synergy_Bliss=-1.09, Synergy_Loewe=-13.3, Synergy_HSA=-2.98. Cell line: MDA-MB-435. (5) Drug 1: CC12CCC(CC1=CCC3C2CCC4(C3CC=C4C5=CN=CC=C5)C)O. Drug 2: C#CCC(CC1=CN=C2C(=N1)C(=NC(=N2)N)N)C3=CC=C(C=C3)C(=O)NC(CCC(=O)O)C(=O)O. Cell line: MDA-MB-435. Synergy scores: CSS=7.61, Synergy_ZIP=-2.93, Synergy_Bliss=0.462, Synergy_Loewe=-2.37, Synergy_HSA=-0.000165.